From a dataset of Full USPTO retrosynthesis dataset with 1.9M reactions from patents (1976-2016). Predict the reactants needed to synthesize the given product. (1) Given the product [F:17][C:18]1[CH:26]=[CH:25][C:21]([C:22]([NH:10][CH:2]2[CH2:3][C:4]3[C:9](=[CH:8][CH:7]=[CH:6][CH:5]=3)[CH2:1]2)=[O:23])=[CH:20][CH:19]=1, predict the reactants needed to synthesize it. The reactants are: [CH2:1]1[C:9]2[C:4](=[CH:5][CH:6]=[CH:7][CH:8]=2)[CH2:3][CH:2]1[NH2:10].N1C=CC=CC=1.[F:17][C:18]1[CH:26]=[CH:25][C:21]([C:22](Cl)=[O:23])=[CH:20][CH:19]=1.O. (2) Given the product [F:26][C:27]1[CH:32]=[CH:31][C:30]([N:9]2[C:8](=[O:23])[C:7]([O:6][C:5]3[CH:4]=[CH:3][C:2]([F:1])=[CH:25][CH:24]=3)=[C:12]([C:13]3[CH:14]=[CH:15][C:16]([S:19]([CH3:22])(=[O:21])=[O:20])=[CH:17][CH:18]=3)[CH:11]=[N:10]2)=[CH:29][CH:28]=1, predict the reactants needed to synthesize it. The reactants are: [F:1][C:2]1[CH:25]=[CH:24][C:5]([O:6][C:7]2[C:8](=[O:23])[NH:9][N:10]=[CH:11][C:12]=2[C:13]2[CH:18]=[CH:17][C:16]([S:19]([CH3:22])(=[O:21])=[O:20])=[CH:15][CH:14]=2)=[CH:4][CH:3]=1.[F:26][C:27]1[CH:32]=[CH:31][C:30](I)=[CH:29][CH:28]=1.N. (3) Given the product [Cl:37][C:38]1[CH:43]=[C:42]([NH:44][CH2:45][C@H:46]2[O:51][CH2:50][CH2:49][N:48]([C:52]([O:54][C:55]([CH3:58])([CH3:57])[CH3:56])=[O:53])[CH2:47]2)[C:41]([C:71]2[CH:72]=[CH:73][C:68]([O:67][CH3:66])=[CH:69][CH:70]=2)=[CH:40][N:39]=1, predict the reactants needed to synthesize it. The reactants are: [H-].[Na+].ClC1C=C(N)C(I)=CN=1.S(OC[C@@H]1OCCN(C(OC(C)(C)C)=O)C1)(C1C=CC(C)=CC=1)(=O)=O.[Cl:37][C:38]1[CH:43]=[C:42]([NH:44][CH2:45][C@H:46]2[O:51][CH2:50][CH2:49][N:48]([C:52]([O:54][C:55]([CH3:58])([CH3:57])[CH3:56])=[O:53])[CH2:47]2)[C:41](I)=[CH:40][N:39]=1.C(=O)([O-])[O-].[Na+].[Na+].[CH3:66][O:67][C:68]1[CH:73]=[CH:72][C:71](B(O)O)=[CH:70][CH:69]=1. (4) Given the product [ClH:65].[ClH:33].[Cl:65][C:50]1[CH:49]=[C:48]([NH:47][C:45]2[C:46]3[N:38]([CH2:37][CH2:36][NH:35][C:3]([NH:2][CH3:1])=[NH:4])[CH:39]=[CH:40][C:41]=3[N:42]=[CH:43][N:44]=2)[CH:53]=[CH:52][C:51]=1[O:54][C:55]1[CH:60]=[CH:59][CH:58]=[C:57]([C:61]([F:64])([F:63])[F:62])[CH:56]=1, predict the reactants needed to synthesize it. The reactants are: [CH3:1][N:2](C(OC(C)(C)C)=O)[C:3](N1C=CC=N1)=[N:4]C(OC(C)(C)C)=O.C(N(C(C)C)C(C)C)C.[ClH:33].Cl.[NH2:35][CH2:36][CH2:37][N:38]1[C:46]2[C:45]([NH:47][C:48]3[CH:53]=[CH:52][C:51]([O:54][C:55]4[CH:60]=[CH:59][CH:58]=[C:57]([C:61]([F:64])([F:63])[F:62])[CH:56]=4)=[C:50]([Cl:65])[CH:49]=3)=[N:44][CH:43]=[N:42][C:41]=2[CH:40]=[CH:39]1.O. (5) The reactants are: [Br:1][C:2]1[C:7]([F:8])=[C:6]([Cl:9])[CH:5]=[CH:4][C:3]=1[C:10]([OH:22])=[C:11](C(OCC)=O)C(OCC)=O. Given the product [Br:1][C:2]1[C:7]([F:8])=[C:6]([Cl:9])[CH:5]=[CH:4][C:3]=1[C:10](=[O:22])[CH3:11], predict the reactants needed to synthesize it.